From a dataset of TCR-epitope binding with 47,182 pairs between 192 epitopes and 23,139 TCRs. Binary Classification. Given a T-cell receptor sequence (or CDR3 region) and an epitope sequence, predict whether binding occurs between them. (1) Result: 1 (the TCR binds to the epitope). The epitope is PKYVKQNTLKLAT. The TCR CDR3 sequence is CASTQDGTNEKLFF. (2) The TCR CDR3 sequence is CASRPGLMSAQPEQYF. The epitope is RPPIFIRRL. Result: 0 (the TCR does not bind to the epitope). (3) The epitope is LLMPILTLT. The TCR CDR3 sequence is CASSRTGGRADTQYF. Result: 1 (the TCR binds to the epitope).